This data is from Reaction yield outcomes from USPTO patents with 853,638 reactions. The task is: Predict the reaction yield, written as a fraction of the theoretical maximum amount of product (1.0 means a 100% yield; for example, 0.34 means a 34% yield). (1) The reactants are [CH2:1]([Cl:5])[C:2]([OH:4])=[O:3].[C:6]1([CH:12]=[CH:13][C:14]2[CH:15]=[C:16]([OH:24])[C:17]([CH2:21][CH2:22][CH3:23])=[C:18](O)[CH:19]=2)[CH:11]=[CH:10][CH:9]=[CH:8][CH:7]=1. No catalyst specified. The product is [Cl:5][CH2:1][C:2]([O:4][C:18]1[CH:19]=[C:14]([CH:13]=[CH:12][C:6]2[CH:7]=[CH:8][CH:9]=[CH:10][CH:11]=2)[CH:15]=[C:16]([O:24][C:2](=[O:3])[CH2:1][Cl:5])[C:17]=1[CH2:21][CH2:22][CH3:23])=[O:3]. The yield is 0.720. (2) The reactants are [N+](=C)=[N-].[CH2:4]([O:6][C:7]1[CH:12]=[CH:11][C:10](/[CH:13]=[CH:14]/[C:15]([O:17][CH3:18])=[O:16])=[CH:9][CH:8]=1)[CH3:5].[OH-].[K+].[CH2:21](OCCOCCO)C.C(O)(C)C.C(=O)=O.C(O)CO.C(=O)=O.CC1C=CC(S(N(N=O)C)(=O)=O)=CC=1. The catalyst is C([O-])(=O)C.[Pd+2].C([O-])(=O)C.C(OCC)C.O. The product is [CH2:4]([O:6][C:7]1[CH:12]=[CH:11][C:10]([C@@H:13]2[CH2:21][C@H:14]2[C:15]([O:17][CH3:18])=[O:16])=[CH:9][CH:8]=1)[CH3:5]. The yield is 0.990. (3) The reactants are [Cl:1][C:2]1[CH:7]=[CH:6][C:5]([S:8]([NH:11][C:12]2[C:13]([C:19]([C:21]3[C:22]([O:27]C)=[N:23][CH:24]=[CH:25][CH:26]=3)=[O:20])=[N:14][CH:15]=[C:16]([Cl:18])[CH:17]=2)(=[O:10])=[O:9])=[CH:4][C:3]=1[C:29]([F:32])([F:31])[F:30].C([O-])(O)=O.[Na+]. The catalyst is Br.CC(O)=O.O. The product is [Cl:1][C:2]1[CH:7]=[CH:6][C:5]([S:8]([NH:11][C:12]2[C:13]([C:19]([C:21]3[C:22]([OH:27])=[N:23][CH:24]=[CH:25][CH:26]=3)=[O:20])=[N:14][CH:15]=[C:16]([Cl:18])[CH:17]=2)(=[O:9])=[O:10])=[CH:4][C:3]=1[C:29]([F:32])([F:30])[F:31]. The yield is 0.618. (4) The reactants are C([N:8]1[CH2:13][CH:12]=[C:11]([C:14]2[CH:19]=[CH:18][CH:17]=[CH:16][C:15]=2[C:20]([F:23])([F:22])[F:21])[CH2:10][CH2:9]1)C1C=CC=CC=1.C([O-])=O.[NH4+]. The catalyst is CO.[Pd]. The product is [F:23][C:20]([F:21])([F:22])[C:15]1[CH:16]=[CH:17][CH:18]=[CH:19][C:14]=1[CH:11]1[CH2:10][CH2:9][NH:8][CH2:13][CH2:12]1. The yield is 0.210. (5) The reactants are [ClH:1].Cl.[N+:3]([C:6]1[C:7]([NH2:23])=[N:8][CH:9]=[C:10]([C:12]2[CH:13]=[CH:14][C:15]3[O:21][CH2:20][CH2:19][NH:18][CH2:17][C:16]=3[CH:22]=2)[CH:11]=1)([O-])=O. The catalyst is C(O)(=O)C.C(O)C.[Pd]. The product is [ClH:1].[ClH:1].[O:21]1[C:15]2[CH:14]=[CH:13][C:12]([C:10]3[CH:11]=[C:6]([NH2:3])[C:7]([NH2:23])=[N:8][CH:9]=3)=[CH:22][C:16]=2[CH2:17][NH:18][CH2:19][CH2:20]1. The yield is 1.00. (6) The reactants are [NH:1]1[CH:5]=[C:4]([C:6]2[C:7]([NH2:12])=[N:8][CH:9]=[CH:10][CH:11]=2)[CH:3]=[N:2]1.[H-].[Na+].Cl[CH2:16][C:17]1[CH:30]=[CH:29][C:20]([CH2:21][O:22][C:23]2[CH:28]=[CH:27][CH:26]=[CH:25][N:24]=2)=[CH:19][CH:18]=1. The catalyst is CN(C)C=O. The product is [N:24]1[CH:25]=[CH:26][CH:27]=[CH:28][C:23]=1[O:22][CH2:21][C:20]1[CH:19]=[CH:18][C:17]([CH2:16][N:1]2[CH:5]=[C:4]([C:6]3[C:7]([NH2:12])=[N:8][CH:9]=[CH:10][CH:11]=3)[CH:3]=[N:2]2)=[CH:30][CH:29]=1. The yield is 0.920.